Dataset: CYP2C19 inhibition data for predicting drug metabolism from PubChem BioAssay. Task: Regression/Classification. Given a drug SMILES string, predict its absorption, distribution, metabolism, or excretion properties. Task type varies by dataset: regression for continuous measurements (e.g., permeability, clearance, half-life) or binary classification for categorical outcomes (e.g., BBB penetration, CYP inhibition). Dataset: cyp2c19_veith. The molecule is CCn1c2ccccc2c2cc(N=C3SC(CC(=O)Nc4ccccc4OC)C(=O)N3C)ccc21. The result is 1 (inhibitor).